Dataset: Full USPTO retrosynthesis dataset with 1.9M reactions from patents (1976-2016). Task: Predict the reactants needed to synthesize the given product. (1) Given the product [CH3:1][C:2]1[CH:7]=[CH:6][C:5]([C:8]2[CH:9]=[C:10]([C:25]([N:29]3[CH2:30][CH2:31][C:32]4[C:37](=[CH:36][CH:35]=[CH:34][CH:33]=4)[CH2:28]3)=[O:27])[CH:11]=[C:12]([C:14]([NH:15][CH2:16][C:17]3[CH:18]=[N:19][C:20]([CH3:23])=[CH:21][CH:22]=3)=[O:24])[CH:13]=2)=[CH:4][CH:3]=1, predict the reactants needed to synthesize it. The reactants are: [CH3:1][C:2]1[CH:7]=[CH:6][C:5]([C:8]2[CH:13]=[C:12]([C:14](=[O:24])[NH:15][CH2:16][C:17]3[CH:18]=[N:19][C:20]([CH3:23])=[CH:21][CH:22]=3)[CH:11]=[C:10]([C:25]([OH:27])=O)[CH:9]=2)=[CH:4][CH:3]=1.[CH2:28]1[C:37]2[C:32](=[CH:33][CH:34]=[CH:35][CH:36]=2)[CH2:31][CH2:30][NH:29]1.F[P-](F)(F)(F)(F)F.C[N+](C)=C(N(C)C)ON1C2N=CC=CC=2N=N1.C(N(CC)C(C)C)(C)C. (2) Given the product [Br:1][C:2]1[CH:7]=[CH:6][C:5]([CH2:8][CH2:9][NH:10][C:21](=[O:22])[C:20]([F:31])([F:30])[F:19])=[CH:4][CH:3]=1, predict the reactants needed to synthesize it. The reactants are: [Br:1][C:2]1[CH:7]=[CH:6][C:5]([CH2:8][CH2:9][NH2:10])=[CH:4][CH:3]=1.N1C(C)=CC=CC=1C.[F:19][C:20]([F:31])([F:30])[C:21](O[C:21](=[O:22])[C:20]([F:31])([F:30])[F:19])=[O:22].O. (3) Given the product [C:1]([C:4]1[CH:5]=[CH:6][C:7]([CH:19]2[CH2:24][CH2:23][CH2:22][N:21]([C:25]([O:27][C:28]([CH3:31])([CH3:30])[CH3:29])=[O:26])[CH2:20]2)=[C:8]2[C:12]=1[NH:11][C:10]([C:13]1[CH:14]=[N:15][N:16]([CH3:18])[CH:17]=1)=[CH:9]2)(=[O:3])[NH2:2], predict the reactants needed to synthesize it. The reactants are: [C:1]([C:4]1[CH:5]=[CH:6][C:7]([C:19]2[CH2:20][N:21]([C:25]([O:27][C:28]([CH3:31])([CH3:30])[CH3:29])=[O:26])[CH2:22][CH2:23][CH:24]=2)=[C:8]2[C:12]=1[NH:11][C:10]([C:13]1[CH:14]=[N:15][N:16]([CH3:18])[CH:17]=1)=[CH:9]2)(=[O:3])[NH2:2]. (4) Given the product [CH2:7]([N:6]1[CH:2]=[C:3]([N+:9]([O-:11])=[O:10])[CH:4]=[N:5]1)[CH3:8], predict the reactants needed to synthesize it. The reactants are: Cl[C:2]1[N:6]([CH2:7][CH3:8])[N:5]=[CH:4][C:3]=1[N+:9]([O-:11])=[O:10].C[Si]([N-][Si](C)(C)C)(C)C.[Li+].ClC(Cl)(Cl)C(Cl)(Cl)Cl. (5) Given the product [CH3:13][C:12]([CH3:15])([CH3:14])[C:16]#[C:17][CH:18]([OH:19])[CH:20]=[CH2:21], predict the reactants needed to synthesize it. The reactants are: C([Li])CCC.CCCCCC.[C:12]([C:16]#[CH:17])([CH3:15])([CH3:14])[CH3:13].[CH:18]([CH:20]=[CH2:21])=[O:19].[Cl-].[NH4+].S(=O)(=O)(O)O. (6) Given the product [NH:14]1[C:15]2[C:20](=[CH:19][CH:18]=[CH:17][CH:16]=2)[CH:12]=[CH:13]1, predict the reactants needed to synthesize it. The reactants are: COC(=O)[C@@H](N[C@H](C(OC)=O)C[C:12]1[C:20]2[C:15](=[CH:16][CH:17]=[CH:18][CH:19]=2)[N:14](CC2C=C(Cl)C=C(Cl)C=2)[CH:13]=1)CC(C)C.COC(=O)[C@H](OS(C(F)(F)F)(=O)=O)CC(C)C.C(N(CC)C(C)C)(C)C. (7) Given the product [NH2:19][C@@:18]([C:13]1[CH:12]=[CH:11][C:10]2[C:15](=[CH:16][CH:17]=[C:8]([O:7][CH:4]3[CH2:5][CH2:6][CH:1]([CH:25]4[CH2:30][CH2:29][CH2:28][CH2:27][CH2:26]4)[CH2:2][CH2:3]3)[CH:9]=2)[CH:14]=1)([CH3:24])[CH2:22][OH:21], predict the reactants needed to synthesize it. The reactants are: [CH:1]1([CH:25]2[CH2:30][CH2:29][CH2:28][CH2:27][CH2:26]2)[CH2:6][CH2:5][CH:4]([O:7][C:8]2[CH:9]=[C:10]3[C:15](=[CH:16][CH:17]=2)[CH:14]=[C:13]([C@:18]2([CH3:24])[CH2:22][O:21]C(=O)[NH:19]2)[CH:12]=[CH:11]3)[CH2:3][CH2:2]1.C(O)C.O.[OH-].[Li+].O. (8) Given the product [C:1]1([C:32]2[CH:37]=[CH:36][CH:35]=[CH:34][CH:33]=2)[CH:6]=[CH:5][C:4]([C:7]([N:9]2[CH2:10][CH2:11][N:12]([C:15]3[C:16]4[CH:29]=[C:28]([CH2:30][CH3:31])[S:27][C:17]=4[N:18]=[C:19]([NH:21][C:22]([C@@H:23]4[CH2:41][CH2:40][CH2:39][N:38]4[C:46]([O:48][C:49]([CH3:50])([CH3:52])[CH3:51])=[O:47])=[O:26])[N:20]=3)[CH2:13][CH2:14]2)=[O:8])=[CH:3][CH:2]=1, predict the reactants needed to synthesize it. The reactants are: [C:1]1([C:32]2[CH:37]=[CH:36][CH:35]=[CH:34][CH:33]=2)[CH:6]=[CH:5][C:4]([C:7]([N:9]2[CH2:14][CH2:13][N:12]([C:15]3[C:16]4[CH:29]=[C:28]([CH2:30][CH3:31])[S:27][C:17]=4[N:18]=[C:19]([NH:21][C:22](=[O:26])[CH2:23]OC)[N:20]=3)[CH2:11][CH2:10]2)=[O:8])=[CH:3][CH:2]=1.[N:38]1([C:46]([O:48][C:49]([CH3:52])([CH3:51])[CH3:50])=[O:47])C[CH2:41][CH2:40][C@H:39]1C([O-])=O. (9) The reactants are: [F:1][C:2]1[CH:3]=[C:4]([N:12]2[CH2:16][CH:15]([CH2:17][NH:18][C:19](=[O:21])[CH3:20])[O:14][C:13]2=[O:22])[CH:5]=[CH:6][C:7]=1[C:8]([NH:10][NH2:11])=[S:9].[Cl:23][CH2:24][C:25](Cl)=O. Given the product [Cl:23][CH2:24][C:25]1[S:9][C:8]([C:7]2[CH:6]=[CH:5][C:4]([N:12]3[CH2:16][C@H:15]([CH2:17][NH:18][C:19](=[O:21])[CH3:20])[O:14][C:13]3=[O:22])=[CH:3][C:2]=2[F:1])=[N:10][N:11]=1, predict the reactants needed to synthesize it. (10) Given the product [CH3:24][C@@H:25]1[CH2:29][CH2:28][CH2:27][N:26]1[CH2:21][CH2:20][C:18]1[N:19]=[C:15]([C:12]2[CH:11]=[CH:10][C:9]([O:8][CH2:7][C:2]3[CH:3]=[CH:4][CH:5]=[CH:6][N:1]=3)=[CH:14][CH:13]=2)[O:16][CH:17]=1, predict the reactants needed to synthesize it. The reactants are: [N:1]1[CH:6]=[CH:5][CH:4]=[CH:3][C:2]=1[CH2:7][O:8][C:9]1[CH:14]=[CH:13][C:12]([C:15]2[O:16][CH:17]=[C:18]([CH2:20][CH2:21]O)[N:19]=2)=[CH:11][CH:10]=1.Cl.[CH3:24][C@@H:25]1[CH2:29][CH2:28][CH2:27][NH:26]1.